Dataset: Retrosynthesis with 50K atom-mapped reactions and 10 reaction types from USPTO. Task: Predict the reactants needed to synthesize the given product. (1) Given the product O=C(NS(=O)(=O)c1ccc(F)cc1)c1cccc(-c2ccc(OCCc3ccc(Cl)cc3)nn2)c1, predict the reactants needed to synthesize it. The reactants are: NS(=O)(=O)c1ccc(F)cc1.O=C(O)c1cccc(-c2ccc(OCCc3ccc(Cl)cc3)nn2)c1. (2) Given the product c1ccc2[nH]c(N3CCC4(CC3)OCCO4)nc2c1, predict the reactants needed to synthesize it. The reactants are: C1CC2(CCN1)OCCO2.Clc1nc2ccccc2[nH]1. (3) Given the product CC(C)(C)OC(=O)N1CCN(c2cc(N)ccc2OC(F)(F)F)CC1, predict the reactants needed to synthesize it. The reactants are: CC(C)(C)OC(=O)N1CCN(c2cc([N+](=O)[O-])ccc2OC(F)(F)F)CC1.